This data is from Full USPTO retrosynthesis dataset with 1.9M reactions from patents (1976-2016). The task is: Predict the reactants needed to synthesize the given product. (1) The reactants are: C([Cu])#N.C([Li])CCC.[SnH:9]([CH2:18][CH2:19][CH2:20][CH3:21])([CH2:14][CH2:15][CH2:16][CH3:17])[CH2:10][CH2:11][CH2:12][CH3:13].[H][H].[CH3:24]/[C:25](/[C:29]#[CH:30])=[CH:26]\[CH2:27][OH:28].[NH4+].[OH-].[NH4+].[Cl-]. Given the product [CH2:18]([Sn:9]([CH2:10][CH2:11][CH2:12][CH3:13])([CH2:14][CH2:15][CH2:16][CH3:17])/[CH:30]=[CH:29]/[C:25](/[CH3:24])=[CH:26]/[CH2:27][OH:28])[CH2:19][CH2:20][CH3:21], predict the reactants needed to synthesize it. (2) Given the product [ClH:21].[CH3:12][C:8]1[O:9][CH:10]=[CH:11][C:7]=1[C:5]1[C:4]([C:13]2[CH:18]=[CH:17][N:16]=[C:15]([CH3:19])[CH:14]=2)=[CH:3][N:29]=[C:28]([N:22]2[CH2:27][CH2:26][CH2:25][CH2:24][CH2:23]2)[N:30]=1, predict the reactants needed to synthesize it. The reactants are: CN(C)[CH:3]=[C:4]([C:13]1[CH:18]=[CH:17][N:16]=[C:15]([CH3:19])[CH:14]=1)[C:5]([C:7]1[CH:11]=[CH:10][O:9][C:8]=1[CH3:12])=O.[ClH:21].[N:22]1([C:28](=[NH:30])[NH2:29])[CH2:27][CH2:26][CH2:25][CH2:24][CH2:23]1.CC(C)([O-])C.[K+].